Dataset: Peptide-MHC class I binding affinity with 185,985 pairs from IEDB/IMGT. Task: Regression. Given a peptide amino acid sequence and an MHC pseudo amino acid sequence, predict their binding affinity value. This is MHC class I binding data. The peptide sequence is LLSPVRVPNY. The MHC is HLA-B15:01 with pseudo-sequence HLA-B15:01. The binding affinity (normalized) is 0.898.